This data is from Reaction yield outcomes from USPTO patents with 853,638 reactions. The task is: Predict the reaction yield, written as a fraction of the theoretical maximum amount of product (1.0 means a 100% yield; for example, 0.34 means a 34% yield). The reactants are [CH:1]1([C:4]2[C:5]([CH2:18][N:19]3[CH2:24][CH2:23][C:22]([C:27]4[CH:32]=[CH:31][C:30]([F:33])=[CH:29][CH:28]=4)([CH2:25][OH:26])[CH2:21][CH2:20]3)=[CH:6][C:7]([F:17])=[C:8]([CH:16]=2)[C:9]([O:11][C:12]([CH3:15])([CH3:14])[CH3:13])=[O:10])[CH2:3][CH2:2]1.CI.[CH3:36][Si]([N-][Si](C)(C)C)(C)C.[Li+]. The catalyst is O1CCCC1.C(OCC)(=O)C. The product is [CH:1]1([C:4]2[C:5]([CH2:18][N:19]3[CH2:24][CH2:23][C:22]([C:27]4[CH:32]=[CH:31][C:30]([F:33])=[CH:29][CH:28]=4)([CH2:25][O:26][CH3:36])[CH2:21][CH2:20]3)=[CH:6][C:7]([F:17])=[C:8]([CH:16]=2)[C:9]([O:11][C:12]([CH3:13])([CH3:14])[CH3:15])=[O:10])[CH2:3][CH2:2]1. The yield is 0.340.